Dataset: Forward reaction prediction with 1.9M reactions from USPTO patents (1976-2016). Task: Predict the product of the given reaction. (1) Given the reactants Br[C:2]1[CH:7]=[CH:6][CH:5]=[CH:4][C:3]=1[CH:8]([OH:28])[CH2:9][O:10][Si:11]([C:24]([CH3:27])([CH3:26])[CH3:25])([C:18]1[CH:23]=[CH:22][CH:21]=[CH:20][CH:19]=1)[C:12]1[CH:17]=[CH:16][CH:15]=[CH:14][CH:13]=1.C([Li])CCC.[O:34]=[C:35]1[CH2:40][CH2:39][N:38]([C:41]([O:43][CH2:44][CH3:45])=[O:42])[CH2:37][CH2:36]1, predict the reaction product. The product is: [Si:11]([O:10][CH2:9][CH:8]([C:3]1[CH:4]=[CH:5][CH:6]=[CH:7][C:2]=1[C:35]1([OH:34])[CH2:36][CH2:37][N:38]([C:41]([O:43][CH2:44][CH3:45])=[O:42])[CH2:39][CH2:40]1)[OH:28])([C:24]([CH3:27])([CH3:26])[CH3:25])([C:18]1[CH:23]=[CH:22][CH:21]=[CH:20][CH:19]=1)[C:12]1[CH:17]=[CH:16][CH:15]=[CH:14][CH:13]=1. (2) Given the reactants [Cl:1][C:2]1[C:3]([O:21][CH2:22][CH:23]([O:26][CH3:27])[O:24][CH3:25])=[CH:4][CH:5]=[C:6]2[C:11]=1[N:10]=[C:9]([C:12]1[S:13][CH:14]=[C:15]([CH:17]([CH3:19])[CH3:18])[N:16]=1)[CH:8]=[C:7]2O.O=P(Cl)(Cl)[Cl:30].CO.C([O-])(O)=O.[Na+], predict the reaction product. The product is: [Cl:30][C:7]1[C:6]2[C:11](=[C:2]([Cl:1])[C:3]([O:21][CH2:22][CH:23]([O:26][CH3:27])[O:24][CH3:25])=[CH:4][CH:5]=2)[N:10]=[C:9]([C:12]2[S:13][CH:14]=[C:15]([CH:17]([CH3:19])[CH3:18])[N:16]=2)[CH:8]=1.